From a dataset of Full USPTO retrosynthesis dataset with 1.9M reactions from patents (1976-2016). Predict the reactants needed to synthesize the given product. (1) The reactants are: [N+:1](/[CH:4]=[CH:5]/[C:6]1[CH:11]=[CH:10][CH:9]=[CH:8][CH:7]=1)([O-:3])=[O:2].C=O.N1C=CN=C1.C1C=CC(N)=C([C:25](O)=[O:26])C=1. Given the product [N+:1](/[C:4](=[CH:5]/[C:6]1[CH:11]=[CH:10][CH:9]=[CH:8][CH:7]=1)/[CH2:25][OH:26])([O-:3])=[O:2], predict the reactants needed to synthesize it. (2) Given the product [F:1][C:2]1[C:11]2[O:12][CH2:13][C@@H:14]([CH2:15][O:16][S:33]([CH3:32])(=[O:35])=[O:34])[N:9]3[C:10]=2[C:5]([CH:6]=[CH:7][C:8]3=[O:17])=[C:4](/[CH:18]=[CH:19]/[C:20]([O:22][CH2:23][CH3:24])=[O:21])[CH:3]=1, predict the reactants needed to synthesize it. The reactants are: [F:1][C:2]1[C:11]2[O:12][CH2:13][C@@H:14]([CH2:15][OH:16])[N:9]3[C:10]=2[C:5]([CH:6]=[CH:7][C:8]3=[O:17])=[C:4](/[CH:18]=[CH:19]/[C:20]([O:22][CH2:23][CH3:24])=[O:21])[CH:3]=1.C(N(CC)CC)C.[CH3:32][S:33](Cl)(=[O:35])=[O:34]. (3) Given the product [O:38]1[C:39]2[CH:40]=[CH:41][C:33]([CH2:32][O:20][C:19]([C:17]3[S:18][C:14]([CH3:13])=[C:15]([NH:22][C:23](=[O:31])[CH2:24][C:25]4[CH:30]=[CH:29][CH:28]=[CH:27][CH:26]=4)[CH:16]=3)=[O:21])=[CH:34][C:35]=2[O:36][CH2:37]1, predict the reactants needed to synthesize it. The reactants are: C(N1C=CN=C1)(N1C=CN=C1)=O.[CH3:13][C:14]1[S:18][C:17]([C:19]([OH:21])=[O:20])=[CH:16][C:15]=1[NH:22][C:23](=[O:31])[CH2:24][C:25]1[CH:30]=[CH:29][CH:28]=[CH:27][CH:26]=1.[CH2:32](O)[C:33]1[CH:41]=[CH:40][C:39]2[O:38][CH2:37][O:36][C:35]=2[CH:34]=1. (4) Given the product [C:1]([O:5][C:6](=[O:8])[NH:7][CH:16]1[CH2:15][CH:18]([CH2:19][CH:20]=[O:22])[CH2:17]1)([CH3:4])([CH3:3])[CH3:2], predict the reactants needed to synthesize it. The reactants are: [C:1]([O:5][C:6](=[O:8])[NH2:7])([CH3:4])([CH3:3])[CH3:2].CC(OI1(OC(C)=O)(OC(C)=O)[O:22][C:20](=O)[C:19]2[CH:18]=[CH:17][CH:16]=[CH:15]C1=2)=O. (5) Given the product [Br:12][C:4]1[CH:6]=[CH:7][C:8]([N+:9]([O-:11])=[O:10])=[C:2]([CH3:1])[CH:3]=1, predict the reactants needed to synthesize it. The reactants are: [CH3:1][C:2]1[CH:3]=[C:4]([CH:6]=[CH:7][C:8]=1[N+:9]([O-:11])=[O:10])N.[BrH:12].N([O-])=O.[Na+]. (6) Given the product [Br:31][C:32]1[CH:38]=[C:37]([C:39]([F:48])([C:40]([F:42])([F:43])[F:41])[C:44]([F:45])([F:47])[F:46])[CH:36]=[C:35]([C:49]([F:50])([F:51])[F:52])[C:33]=1[NH:34][C:6](=[O:7])[C:5]1[CH:9]=[CH:10][C:2]([F:1])=[C:3]([N+:11]([O-:13])=[O:12])[CH:4]=1, predict the reactants needed to synthesize it. The reactants are: [F:1][C:2]1[CH:10]=[CH:9][C:5]([C:6](Cl)=[O:7])=[CH:4][C:3]=1[N+:11]([O-:13])=[O:12].FC1C=CC(C(O)=O)=CC=1[N+]([O-])=O.S(Cl)(Cl)=O.[Br:31][C:32]1[CH:38]=[C:37]([C:39]([F:48])([C:44]([F:47])([F:46])[F:45])[C:40]([F:43])([F:42])[F:41])[CH:36]=[C:35]([C:49]([F:52])([F:51])[F:50])[C:33]=1[NH2:34].